This data is from HIV replication inhibition screening data with 41,000+ compounds from the AIDS Antiviral Screen. The task is: Binary Classification. Given a drug SMILES string, predict its activity (active/inactive) in a high-throughput screening assay against a specified biological target. (1) The compound is CCCNC(=O)N1CC(CN2CCN(c3ccccc3)CC2)OC1=NC(=O)Nc1ccccc1. The result is 0 (inactive). (2) The drug is c1ccc(C2SCc3nc4ccccc4n32)cc1. The result is 0 (inactive). (3) The molecule is Oc1nc(CC(O)c2ccc(Cl)c(Cl)c2)cc(-c2ccccc2)n1. The result is 0 (inactive). (4) The compound is CCCCC(O)(c1ccccc1)C(O)(c1ccccc1)c1c(F)c(F)c(F)c(F)c1F. The result is 0 (inactive).